This data is from Full USPTO retrosynthesis dataset with 1.9M reactions from patents (1976-2016). The task is: Predict the reactants needed to synthesize the given product. (1) Given the product [CH3:20][O:26][N:27]=[C:4]1[C:5]2[C:10](=[CH:9][CH:8]=[CH:7][CH:6]=2)[O:1][CH2:2][CH2:3]1, predict the reactants needed to synthesize it. The reactants are: [O:1]1[C:10]2[C:5](=[CH:6][CH:7]=[CH:8][CH:9]=2)[C:4](=O)[CH2:3][CH2:2]1.C(C1C=C2C([C:20](=[O:26])CCO2)=CC=1)(C)(C)C.[NH3:27]. (2) Given the product [CH2:1]([C@H:8]1[CH2:9][N:10]([C:14]2[CH:19]=[CH:18][C:17]([O:20][CH3:21])=[C:16]([O:22][CH:23]3[CH2:26][CH2:25][CH2:24]3)[CH:15]=2)[CH2:11][CH2:12][N:13]1[C:30](=[O:29])[CH2:31][C:32]1[NH:33][N:34]=[C:35]([CH2:37][CH3:38])[N:36]=1)[C:2]1[CH:3]=[CH:4][CH:5]=[CH:6][CH:7]=1, predict the reactants needed to synthesize it. The reactants are: [CH2:1]([C@@H:8]1[NH:13][CH2:12][CH2:11][N:10]([C:14]2[CH:19]=[CH:18][C:17]([O:20][CH3:21])=[C:16]([O:22][CH:23]3[CH2:26][CH2:25][CH2:24]3)[CH:15]=2)[CH2:9]1)[C:2]1[CH:7]=[CH:6][CH:5]=[CH:4][CH:3]=1.C([O:29][C:30](=O)[CH2:31][C:32]1[NH:33][N:34]=[C:35]([CH2:37][CH3:38])[N:36]=1)C. (3) Given the product [Br:1][C:2]1[CH:7]=[CH:6][N:5]([CH:10]([CH:16]([CH3:18])[CH3:17])[C:11]([O:13][CH2:14][CH3:15])=[O:12])[C:4](=[O:8])[CH:3]=1, predict the reactants needed to synthesize it. The reactants are: [Br:1][C:2]1[CH:7]=[CH:6][NH:5][C:4](=[O:8])[CH:3]=1.Br[CH:10]([CH:16]([CH3:18])[CH3:17])[C:11]([O:13][CH2:14][CH3:15])=[O:12].[H-].[Na+].[Br-].[Li+].